Predict the product of the given reaction. From a dataset of Forward reaction prediction with 1.9M reactions from USPTO patents (1976-2016). (1) Given the reactants CC([Si](C)(C)OC[C@@H:8]1[CH2:13][N:12]2[CH2:14][CH2:15][CH2:16][C@H:11]2[C:10](=[O:17])[NH:9]1)(C)C.[H-].[Na+].IC, predict the reaction product. The product is: [C:10]1(=[O:17])[NH:9][CH2:8][CH2:13][N:12]2[CH2:14][CH2:15][CH2:16][CH:11]12. (2) Given the reactants [CH2:1]([S:3]([N:6]1[CH2:11][CH2:10][NH:9][CH2:8][CH2:7]1)(=[O:5])=[O:4])[CH3:2].[S:12](N)([NH2:15])(=[O:14])=[O:13], predict the reaction product. The product is: [CH2:1]([S:3]([N:6]1[CH2:7][CH2:8][N:9]([S:12]([NH2:15])(=[O:14])=[O:13])[CH2:10][CH2:11]1)(=[O:5])=[O:4])[CH3:2]. (3) Given the reactants [NH2:1][C:2]1[CH:7]=[C:6]([F:8])[CH:5]=[C:4]([Cl:9])[C:3]=1[OH:10].[C:11](Cl)(=O)[CH2:12][CH3:13].C([N:18](CC)CC)C.C1(C)C=CC(S([O-])(=O)=O)=CC=1.[NH+]1C=CC=CC=1, predict the reaction product. The product is: [NH2:18][C:7]1[C:2]2[N:1]=[C:11]([CH2:12][CH3:13])[O:10][C:3]=2[C:4]([Cl:9])=[CH:5][C:6]=1[F:8]. (4) Given the reactants CCN(C(C)C)C(C)C.[I:10][C:11]1[CH:12]=[C:13]([CH:17]=[CH:18][CH:19]=1)[C:14]([OH:16])=O.CN(C(ON1N=NC2C=CC(Cl)=CC1=2)=[N+](C)C)C.F[P-](F)(F)(F)(F)F.[F:45][C:46]([F:56])([F:55])[O:47][C:48]1[CH:54]=[CH:53][C:51]([NH2:52])=[CH:50][CH:49]=1, predict the reaction product. The product is: [I:10][C:11]1[CH:12]=[C:13]([CH:17]=[CH:18][CH:19]=1)[C:14]([NH:52][C:51]1[CH:53]=[CH:54][C:48]([O:47][C:46]([F:45])([F:55])[F:56])=[CH:49][CH:50]=1)=[O:16]. (5) Given the reactants [CH2:1]1[N:5]=[C:4]([CH:6]2[CH2:11][CH2:10][CH2:9][N:8]([C:12]([O:14][C:15]([CH3:18])([CH3:17])[CH3:16])=[O:13])[CH2:7]2)[N:3]2[CH2:19][CH2:20][CH2:21][CH:2]12, predict the reaction product. The product is: [CH:1]1[N:5]=[C:4]([CH:6]2[CH2:11][CH2:10][CH2:9][N:8]([C:12]([O:14][C:15]([CH3:18])([CH3:16])[CH3:17])=[O:13])[CH2:7]2)[N:3]2[CH2:19][CH2:20][CH2:21][C:2]=12. (6) Given the reactants [C:1]1([CH2:7][CH2:8][CH2:9][NH:10][CH2:11][C:12]2[CH:13]=[C:14]([C:18]3[CH:19]=[CH:20][C:21]([C:24]#[N:25])=[N:22][CH:23]=3)[CH:15]=[CH:16][CH:17]=2)[CH:6]=[CH:5][CH:4]=[CH:3][CH:2]=1.C=O.[CH:28](O)=O.[OH-].[Na+], predict the reaction product. The product is: [CH3:28][N:10]([CH2:11][C:12]1[CH:13]=[C:14]([C:18]2[CH:19]=[CH:20][C:21]([C:24]#[N:25])=[N:22][CH:23]=2)[CH:15]=[CH:16][CH:17]=1)[CH2:9][CH2:8][CH2:7][C:1]1[CH:6]=[CH:5][CH:4]=[CH:3][CH:2]=1. (7) The product is: [F:1][C:2]1[CH:26]=[CH:25][C:5]([CH2:6][O:7][C:8]2[CH:9]=[C:10]3[C:15](=[CH:16][CH:17]=2)[C:14](=[O:18])[N:13]([C:19]([CH3:24])([CH3:23])[C:20]([NH2:34])=[O:21])[CH2:12][CH2:11]3)=[CH:4][CH:3]=1. Given the reactants [F:1][C:2]1[CH:26]=[CH:25][C:5]([CH2:6][O:7][C:8]2[CH:9]=[C:10]3[C:15](=[CH:16][CH:17]=2)[C:14](=[O:18])[N:13]([C:19]([CH3:24])([CH3:23])[C:20](O)=[O:21])[CH2:12][CH2:11]3)=[CH:4][CH:3]=1.F[P-](F)(F)(F)(F)F.[N:34]1(O[P+](N2CCCC2)(N2CCCC2)N2CCCC2)C2C=CC=CC=2N=N1.C(O)CCC.[Cl-].[NH4+], predict the reaction product. (8) Given the reactants [OH:1][C:2]1[CH:10]=[CH:9][C:5]([C:6]([OH:8])=O)=[CH:4][CH:3]=1.[CH2:11]([O:18][C@@H:19]1[CH2:24][CH2:23][C@H:22]([CH2:25][NH2:26])[CH2:21][CH2:20]1)[C:12]1[CH:17]=[CH:16][CH:15]=[CH:14][CH:13]=1.O.CCN=C=NCCCN(C)C.[OH-].[Na+].Cl, predict the reaction product. The product is: [CH2:11]([O:18][C@@H:19]1[CH2:24][CH2:23][C@H:22]([CH2:25][NH:26][C:6](=[O:8])[C:5]2[CH:4]=[CH:3][C:2]([OH:1])=[CH:10][CH:9]=2)[CH2:21][CH2:20]1)[C:12]1[CH:17]=[CH:16][CH:15]=[CH:14][CH:13]=1. (9) The product is: [F:37][C:35]([F:36])([F:38])[C:30]1[CH:31]=[CH:32][CH:33]=[CH:34][C:29]=1[CH2:28][N:17]([S:18]([C:21]1[CH:22]=[CH:23][C:24]([F:27])=[CH:25][CH:26]=1)(=[O:19])=[O:20])[C:15]1[CH:14]=[CH:13][C:12]2[N:8]([CH2:7][C:6]([OH:42])=[O:5])[C:9]([CH2:39][CH2:40][CH3:41])=[N:10][C:11]=2[CH:16]=1. Given the reactants C([O:5][C:6](=[O:42])[CH2:7][N:8]1[C:12]2[CH:13]=[CH:14][C:15]([N:17]([CH2:28][C:29]3[CH:34]=[CH:33][CH:32]=[CH:31][C:30]=3[C:35]([F:38])([F:37])[F:36])[S:18]([C:21]3[CH:26]=[CH:25][C:24]([F:27])=[CH:23][CH:22]=3)(=[O:20])=[O:19])=[CH:16][C:11]=2[N:10]=[C:9]1[CH2:39][CH2:40][CH3:41])(C)(C)C.C(O)(C(F)(F)F)=O, predict the reaction product. (10) Given the reactants [CH3:1][C:2]1[N:3]([C:8]2[N:13]=[C:12]([CH3:14])[C:11](Br)=[C:10]([CH3:16])[N:9]=2)[C:4]([CH3:7])=[CH:5][CH:6]=1.[OH-:17].[K+].O, predict the reaction product. The product is: [CH3:1][C:2]1[N:3]([C:8]2[N:13]=[C:12]([CH3:14])[C:11]([OH:17])=[C:10]([CH3:16])[N:9]=2)[C:4]([CH3:7])=[CH:5][CH:6]=1.